This data is from Experimentally validated miRNA-target interactions with 360,000+ pairs, plus equal number of negative samples. The task is: Binary Classification. Given a miRNA mature sequence and a target amino acid sequence, predict their likelihood of interaction. (1) The miRNA is hsa-miR-548c-3p with sequence CAAAAAUCUCAAUUACUUUUGC. The protein sequence of the target gene is MPKGRQKVPHLDAPLGLPTCLWLELAGLFLLVPWVMGLAGTGGPDGQGTGGPSWAVHLESLEGDGEEETLEQQADALAQAAGLVNAGRIGELQGHYLFVQPAGHRPALEVEAIRQQVEAVLAGHEAVRWHSEQRLLRRAKRSVHFNDPKYPQQWHLNNRRSPGRDINVTGVWERNVTGRGVTVVVVDDGVEHTIQDIAPNYSPEGSYDLNSNDPDPMPHPDVENGNHHGTRCAGEIAAVPNNSFCAVGVAYGSRIAGIRVLDGPLTDSMEAVAFNKHYQINDIYSCSWGPDDDGKTVDGP.... Result: 1 (interaction). (2) The miRNA is hsa-miR-6515-5p with sequence UUGGAGGGUGUGGAAGACAUC. The protein sequence of the target gene is MALKRINKELSDLARDPPAQCSAGPVGDDMFHWQATIMGPNDSPYQGGVFFLTIHFPTDYPFKPPKVAFTTRIYHPNINSNGSICLDILRSQWSPALTISKVLLSICSLLCDPNPDDPLVPEIARIYKTDRDKYNRISREWTQKYAM. Result: 1 (interaction). (3) The miRNA is rno-miR-208b-3p with sequence AUAAGACGAACAAAAGGU. The protein sequence of the target gene is MDPGKPRKNVLVVALLVIFQVCFCQDEVTDDYIGENTTVDYTLYESVCFKKDVRNFKAWFLPLMYSVICFVGLLGNGLVILTYIYFKRLKTMTDTYLLNLAVADILFLLILPFWAYSEAKSWIFGVYLCKGIFGIYKLSFFSGMLLLLCISIDRYVAIVQAVSAHRHRARVLLISKLSCVGIWMLALFLSIPELLYSGLQKNSGEDTLRCSLVSAQVEALITIQVAQMVFGFLVPMLAMSFCYLIIIRTLLQARNFERNKAIKVIIAVVVVFIVFQLPYNGVVLAQTVANFNITNSSCET.... Result: 0 (no interaction).